The task is: Regression. Given a peptide amino acid sequence and an MHC pseudo amino acid sequence, predict their binding affinity value. This is MHC class I binding data.. This data is from Peptide-MHC class I binding affinity with 185,985 pairs from IEDB/IMGT. (1) The peptide sequence is ELFIAPEGM. The MHC is HLA-A02:01 with pseudo-sequence HLA-A02:01. The binding affinity (normalized) is 0.0847. (2) The binding affinity (normalized) is 0.0847. The peptide sequence is NLAAQTHLY. The MHC is HLA-A02:11 with pseudo-sequence HLA-A02:11. (3) The peptide sequence is RYEFTAPFI. The MHC is HLA-A69:01 with pseudo-sequence HLA-A69:01. The binding affinity (normalized) is 0.0847. (4) The peptide sequence is FPFKYAAAE. The MHC is Mamu-A2201 with pseudo-sequence Mamu-A2201. The binding affinity (normalized) is 0.199. (5) The binding affinity (normalized) is 0.0847. The peptide sequence is VILYFMYRK. The MHC is HLA-A69:01 with pseudo-sequence HLA-A69:01. (6) The peptide sequence is WEIVCDSL. The MHC is H-2-Kb with pseudo-sequence H-2-Kb. The binding affinity (normalized) is 0.0735. (7) The peptide sequence is YIASIFMPR. The MHC is HLA-A11:01 with pseudo-sequence HLA-A11:01. The binding affinity (normalized) is 0.648. (8) The peptide sequence is VSTAPTGSW. The MHC is HLA-A23:01 with pseudo-sequence HLA-A23:01. The binding affinity (normalized) is 0.534. (9) The peptide sequence is CSPEKAKKET. The MHC is Mamu-A01 with pseudo-sequence Mamu-A01. The binding affinity (normalized) is 0.